Dataset: Reaction yield outcomes from USPTO patents with 853,638 reactions. Task: Predict the reaction yield, written as a fraction of the theoretical maximum amount of product (1.0 means a 100% yield; for example, 0.34 means a 34% yield). (1) The reactants are [NH2:1][C:2]1[CH:3]=[C:4]2[C:8](=[CH:9][CH:10]=1)[CH2:7][CH:6]([CH2:11][N:12]1[CH2:17][CH2:16][CH:15]([N:18]3[C:22]4[CH:23]=[CH:24][C:25]([CH3:27])=[CH:26][C:21]=4[N:20]=[C:19]3[C:28]([OH:31])([CH3:30])[CH3:29])[CH2:14][CH2:13]1)[CH2:5]2.C(N(CC)C(C)C)(C)C.[C:41](Cl)(=[O:44])[CH2:42][CH3:43]. The catalyst is C1COCC1. The product is [OH:31][C:28]([C:19]1[N:18]([CH:15]2[CH2:14][CH2:13][N:12]([CH2:11][CH:6]3[CH2:5][C:4]4[C:8](=[CH:9][CH:10]=[C:2]([NH:1][C:41](=[O:44])[CH2:42][CH3:43])[CH:3]=4)[CH2:7]3)[CH2:17][CH2:16]2)[C:22]2[CH:23]=[CH:24][C:25]([CH3:27])=[CH:26][C:21]=2[N:20]=1)([CH3:29])[CH3:30]. The yield is 0.950. (2) The reactants are [NH2:1][C:2]1[CH:7]=[CH:6][C:5]([C:8]2[N:9]([CH2:22][CH3:23])[C:10]3[C:15]([C:16]=2[C:17]#[N:18])=[CH:14][CH:13]=[C:12]([O:19][CH2:20][CH3:21])[CH:11]=3)=[CH:4][CH:3]=1.CCN(CC)CC.[CH:31]1([C:34](Cl)=[O:35])[CH2:33][CH2:32]1.O. The catalyst is C1COCC1.C(OCC)(=O)C. The product is [C:17]([C:16]1[C:15]2[C:10](=[CH:11][C:12]([O:19][CH2:20][CH3:21])=[CH:13][CH:14]=2)[N:9]([CH2:22][CH3:23])[C:8]=1[C:5]1[CH:4]=[CH:3][C:2]([NH:1][C:34]([CH:31]2[CH2:33][CH2:32]2)=[O:35])=[CH:7][CH:6]=1)#[N:18]. The yield is 0.990.